Task: Predict which catalyst facilitates the given reaction.. Dataset: Catalyst prediction with 721,799 reactions and 888 catalyst types from USPTO (1) Reactant: [CH2:1]([C:4]1[C:5]([O:17][CH3:18])=[CH:6][CH:7]=[C:8]2[C:13]=1[O:12][C:11]([CH3:15])([CH3:14])[CH2:10][C:9]2=[O:16])[CH:2]=[CH2:3].CC[C@@H]1[C@@H]2C[C@H]([C@@H](OC3C4C(=CC=CC=4)C(O[C@@H](C4C=CN=C5C=4C=C(OC)C=C5)[C@@H]4N5C[C@H](CC)[C@@H](CC5)C4)=NN=3)C3C=CN=C4C=3C=C([O:40]C)C=C4)N(CC2)C1.S([O-])([O-])=O.[Na+].[Na+].C(O)(C)(C)C.[OH2:88]. Product: [OH:88][CH:2]([CH2:3][OH:40])[CH2:1][C:4]1[C:5]([O:17][CH3:18])=[CH:6][CH:7]=[C:8]2[C:13]=1[O:12][C:11]([CH3:14])([CH3:15])[CH2:10][C:9]2=[O:16]. The catalyst class is: 13. (2) Reactant: C[CH2:2][C:3]([C:5]1[CH:10]=[CH:9][C:8]([O:11][CH3:12])=[CH:7][C:6]=1[NH2:13])=O.[NH2:14][C:15](N)=[O:16].[C:18](O)(=O)C. Product: [CH3:18][C:10]1[CH:9]=[C:8]([O:11][CH3:12])[CH:7]=[C:6]2[C:5]=1[C:3]([CH3:2])=[N:14][C:15]([OH:16])=[N:13]2. The catalyst class is: 6. (3) The catalyst class is: 4. Reactant: [Cl:1][S:2]([C:5]1[CH:6]=[C:7]([CH:11]=[CH:12][CH:13]=1)[C:8](Cl)=[O:9])(=[O:4])=[O:3].N1C=CC=CC=1.[CH3:20][OH:21]. Product: [Cl:1][S:2]([C:5]1[CH:6]=[C:7]([CH:11]=[CH:12][CH:13]=1)[C:8]([O:21][CH3:20])=[O:9])(=[O:4])=[O:3]. (4) Reactant: [Cl:1][CH2:2][C:3]1O[C:5](=[O:15])[C:6]2[CH:12]=[C:11]([C:13]#[N:14])[CH:10]=[CH:9][C:7]=2[N:8]=1.P(Cl)(Cl)(Cl)=O.[NH2:21][C:22]1[CH:27]=[CH:26][CH:25]=[CH:24][CH:23]=1. Product: [Cl:1][CH2:2][C:3]1[N:21]([C:22]2[CH:27]=[CH:26][CH:25]=[CH:24][CH:23]=2)[C:5](=[O:15])[C:6]2[C:7](=[CH:9][CH:10]=[C:11]([C:13]#[N:14])[CH:12]=2)[N:8]=1. The catalyst class is: 2. (5) Reactant: FC(F)(F)S(O[CH2:7][C:8]([F:11])([CH3:10])[CH3:9])(=O)=O.[CH3:14][C:15]1([CH3:42])[NH:27][CH:26]([C:28]2[C:33]([F:34])=[CH:32][C:31](/[CH:35]=[CH:36]/[C:37]([O:39][CH3:40])=[O:38])=[CH:30][C:29]=2[F:41])[C:18]2[NH:19][C:20]3[C:25]([C:17]=2[CH2:16]1)=[CH:24][CH:23]=[CH:22][CH:21]=3.C(N(C(C)C)C(C)C)C. Product: [F:34][C:33]1[CH:32]=[C:31](/[CH:35]=[CH:36]/[C:37]([O:39][CH3:40])=[O:38])[CH:30]=[C:29]([F:41])[C:28]=1[CH:26]1[C:18]2[NH:19][C:20]3[C:25]([C:17]=2[CH2:16][C:15]([CH3:14])([CH3:42])[N:27]1[CH2:7][C:8]([F:11])([CH3:9])[CH3:10])=[CH:24][CH:23]=[CH:22][CH:21]=3. The catalyst class is: 12.